From a dataset of Forward reaction prediction with 1.9M reactions from USPTO patents (1976-2016). Predict the product of the given reaction. (1) Given the reactants CN.[CH3:3][N:4](C(ON1N=NC2C=CC=CC1=2)=[N+](C)C)C.[B-](F)(F)(F)F.[F:25][C:26]1[CH:31]=[CH:30][C:29]([CH3:32])=[CH:28][C:27]=1[C:33]1[CH:34]=[N:35][C:36]([N:39]2[C:47]3[C:42](=[CH:43][CH:44]=[C:45]([C:48]([N:50]([CH2:52][C:53]([OH:55])=O)[CH3:51])=[O:49])[CH:46]=3)[C:41]([S:56][CH3:57])=[CH:40]2)=[N:37][CH:38]=1, predict the reaction product. The product is: [F:25][C:26]1[CH:31]=[CH:30][C:29]([CH3:32])=[CH:28][C:27]=1[C:33]1[CH:38]=[N:37][C:36]([N:39]2[C:47]3[C:42](=[CH:43][CH:44]=[C:45]([C:48]([N:50]([CH3:51])[CH2:52][C:53]([NH:4][CH3:3])=[O:55])=[O:49])[CH:46]=3)[C:41]([S:56][CH3:57])=[CH:40]2)=[N:35][CH:34]=1. (2) Given the reactants [F:1][C:2]([F:25])([C:21]([F:24])([F:23])[F:22])[C:3](=O)[CH:4]=[CH:5][C:6]1[CH:7]=[C:8]([C:12]2[CH:17]=[CH:16][C:15]([S:18][CH3:19])=[CH:14][CH:13]=2)[CH:9]=[CH:10][CH:11]=1.Cl.[Cl:27][C:28]1[CH:29]=[C:30]([NH:34][NH2:35])[CH:31]=[CH:32][CH:33]=1, predict the reaction product. The product is: [Cl:27][C:28]1[CH:29]=[C:30]([N:34]2[CH:5]([C:6]3[CH:7]=[C:8]([C:12]4[CH:17]=[CH:16][C:15]([S:18][CH3:19])=[CH:14][CH:13]=4)[CH:9]=[CH:10][CH:11]=3)[CH2:4][C:3]([C:2]([F:25])([F:1])[C:21]([F:24])([F:23])[F:22])=[N:35]2)[CH:31]=[CH:32][CH:33]=1. (3) Given the reactants CN(C(O[N:9]1N=NC2C=[CH:13][CH:14]=[CH:15][C:10]1=2)=[N+](C)C)C.[B-](F)(F)(F)F.C(N(C(C)C)CC)(C)C.[CH3:32][N:33]1[C:37]([C:38](=[O:55])[NH:39][C:40]2[CH:45]=[CH:44][N:43]3[CH:46]=[C:47]([C:49]4[CH:54]=[CH:53][CH:52]=[CH:51][CH:50]=4)[N:48]=[C:42]3[CH:41]=2)=[C:36]([C:56](O)=[O:57])[CH:35]=[N:34]1.N1CCCC1, predict the reaction product. The product is: [C:49]1([C:47]2[N:48]=[C:42]3[CH:41]=[C:40]([NH:39][C:38]([C:37]4[N:33]([CH3:32])[N:34]=[CH:35][C:36]=4[C:56]([N:9]4[CH2:10][CH2:15][CH2:14][CH2:13]4)=[O:57])=[O:55])[CH:45]=[CH:44][N:43]3[CH:46]=2)[CH:50]=[CH:51][CH:52]=[CH:53][CH:54]=1. (4) The product is: [Br:19][CH2:1][C:2]1[CH:11]=[CH:10][C:5]([C:6]([O:8][CH3:9])=[O:7])=[CH:4][N:3]=1. Given the reactants [CH3:1][C:2]1[CH:11]=[CH:10][C:5]([C:6]([O:8][CH3:9])=[O:7])=[CH:4][N:3]=1.C1C(=O)N([Br:19])C(=O)C1.CC(N=NC(C#N)(C)C)(C#N)C, predict the reaction product. (5) Given the reactants [CH3:1][C@H:2]1[CH2:7][N:6]2[N:8]=[CH:9][C:10]([CH:11]3[CH2:15][CH2:14][NH:13][C:12]3=[O:16])=[C:5]2[CH2:4][NH:3]1.[F:17][C:18]1[CH:19]=[C:20]([NH:26][C:27](=O)[O:28]C2C=CC=CC=2)[CH:21]=[C:22]([F:25])[C:23]=1[F:24].CCN(CC)CC, predict the reaction product. The product is: [CH3:1][C@H:2]1[CH2:7][N:6]2[N:8]=[CH:9][C:10]([CH:11]3[CH2:15][CH2:14][NH:13][C:12]3=[O:16])=[C:5]2[CH2:4][N:3]1[C:27]([NH:26][C:20]1[CH:21]=[C:22]([F:25])[C:23]([F:24])=[C:18]([F:17])[CH:19]=1)=[O:28]. (6) The product is: [O:15]=[P:9]1([CH2:8][C:7]2[CH:16]=[CH:17][C:4]([NH2:1])=[CH:5][CH:6]=2)[O:10][CH2:11][CH2:12][CH2:13][O:14]1. Given the reactants [N+:1]([C:4]1[CH:17]=[CH:16][C:7]([CH2:8][P:9]2(=[O:15])[O:14][CH2:13][CH2:12][CH2:11][O:10]2)=[CH:6][CH:5]=1)([O-])=O, predict the reaction product. (7) Given the reactants [C:1]([C:3]1[CH:8]=[CH:7][C:6]([CH2:9][CH2:10][N:11]2[CH2:18][CH2:17][C:14]3([CH2:16][O:15]3)[CH2:13][CH2:12]2)=[CH:5][CH:4]=1)#[N:2].[OH:19][C:20]1[CH:27]=[CH:26][C:23]([CH:24]=[O:25])=[CH:22][CH:21]=1.C(=O)([O-])[O-].[K+].[K+].C1OCCOCCOCCOCCOCCOC1, predict the reaction product. The product is: [C:1]([C:3]1[CH:4]=[CH:5][C:6]([CH2:9][CH2:10][N:11]2[CH2:18][CH2:17][C:14]([CH2:16][O:19][C:20]3[CH:27]=[CH:26][C:23]([CH:24]=[O:25])=[CH:22][CH:21]=3)([OH:15])[CH2:13][CH2:12]2)=[CH:7][CH:8]=1)#[N:2].